Task: Predict the reaction yield, written as a fraction of the theoretical maximum amount of product (1.0 means a 100% yield; for example, 0.34 means a 34% yield).. Dataset: Reaction yield outcomes from USPTO patents with 853,638 reactions (1) The reactants are [NH2:1][C:2]1[N:10]=[C:9]([C:11]2[CH:16]=[CH:15][CH:14]=[CH:13][C:12]=2[O:17][CH2:18][C:19]2[CH:24]=[CH:23][CH:22]=[CH:21][CH:20]=2)[CH:8]=[C:7]([CH:25]2[CH2:30][CH2:29][CH2:28][N:27]([C:31]([O:33][C:34]([CH3:37])([CH3:36])[CH3:35])=[O:32])[CH2:26]2)[C:3]=1[C:4](O)=[O:5].Cl.CN.[CH2:41]([N:43](CC)CC)C.ON1C2C=CC=CC=2N=N1.Cl.C(N=C=NCCCN(C)C)C. No catalyst specified. The product is [NH2:1][C:2]1[C:3]([C:4]([NH:43][CH3:41])=[O:5])=[C:7]([CH:25]2[CH2:30][CH2:29][CH2:28][N:27]([C:31]([O:33][C:34]([CH3:36])([CH3:37])[CH3:35])=[O:32])[CH2:26]2)[CH:8]=[C:9]([C:11]2[CH:16]=[CH:15][CH:14]=[CH:13][C:12]=2[O:17][CH2:18][C:19]2[CH:24]=[CH:23][CH:22]=[CH:21][CH:20]=2)[N:10]=1. The yield is 0.210. (2) The reactants are [CH2:1]([N:8]([CH2:16][C@@H:17]1[CH2:21][CH2:20][C:19](=[O:22])[NH:18]1)[CH2:9][CH2:10]OS(C)(=O)=O)[C:2]1[CH:7]=[CH:6][CH:5]=[CH:4][CH:3]=1.[H-].[Na+]. The catalyst is CC#N.C1COCC1. The product is [CH2:1]([N:8]1[CH2:9][CH2:10][N:18]2[C:19](=[O:22])[CH2:20][CH2:21][C@H:17]2[CH2:16]1)[C:2]1[CH:7]=[CH:6][CH:5]=[CH:4][CH:3]=1. The yield is 0.970. (3) The reactants are Cl.Cl.[CH:3]1([O:8][C:9]2[CH:10]=[C:11]([N:17]3[CH2:22][CH2:21][NH:20][C@@H:19]([CH2:23][N:24]4[CH2:28][CH2:27][CH2:26][CH2:25]4)[CH2:18]3)[CH:12]=[CH:13][C:14]=2[O:15][CH3:16])[CH2:7][CH2:6][CH2:5][CH2:4]1.C(N(CC)CC)C.[C:36](OC(=O)C)(=[O:38])[CH3:37].C([O-])(O)=O.[Na+]. The catalyst is C(Cl)Cl. The product is [CH:3]1([O:8][C:9]2[CH:10]=[C:11]([N:17]3[CH2:22][CH2:21][N:20]([C:36](=[O:38])[CH3:37])[C@@H:19]([CH2:23][N:24]4[CH2:25][CH2:26][CH2:27][CH2:28]4)[CH2:18]3)[CH:12]=[CH:13][C:14]=2[O:15][CH3:16])[CH2:7][CH2:6][CH2:5][CH2:4]1. The yield is 0.650. (4) The product is [C:12]([C:10]1[S:11][C:7]([C:3]2[CH:2]=[N+:1]([O-:23])[CH:6]=[CH:5][CH:4]=2)=[CH:8][CH:9]=1)([OH:14])=[O:13]. The catalyst is C(Cl)Cl. The yield is 0.990. The reactants are [N:1]1[CH:6]=[CH:5][CH:4]=[C:3]([C:7]2[S:11][C:10]([C:12]([OH:14])=[O:13])=[CH:9][CH:8]=2)[CH:2]=1.ClC1C=C(C(OO)=[O:23])C=CC=1. (5) The reactants are [N:1]1[C:10]2[C:5](=[CH:6][C:7]([OH:11])=[CH:8][CH:9]=2)[CH:4]=[CH:3][CH:2]=1.[O:12](S(C(F)(F)F)(=O)=O)[S:13]([C:16]([F:19])([F:18])[F:17])(=O)=[O:14]. The catalyst is N1C=CC=CC=1. The product is [N:1]1[C:10]2[C:5](=[CH:6][C:7]([O:11][S:13]([C:16]([F:19])([F:18])[F:17])(=[O:14])=[O:12])=[CH:8][CH:9]=2)[CH:4]=[CH:3][CH:2]=1. The yield is 0.700. (6) The reactants are [NH2:1][C:2]1[C:7]([C:8]2[N:30]([C:31]3[CH:36]=[CH:35][C:34]([C:37]4([NH:41]C(=O)OC(C)(C)C)[CH2:40][CH2:39][CH2:38]4)=[CH:33][CH:32]=3)[C:11]3=[N:12][C:13]([C:16]4[CH:21]=[CH:20][CH:19]=[C:18]([N:22]5[CH2:27][CH2:26][S:25](=[O:29])(=[O:28])[CH2:24][CH2:23]5)[CH:17]=4)=[CH:14][CH:15]=[C:10]3[N:9]=2)=[CH:6][CH:5]=[CH:4][N:3]=1.[ClH:49].O1CCOCC1. The product is [ClH:49].[ClH:49].[ClH:49].[NH2:41][C:37]1([C:34]2[CH:33]=[CH:32][C:31]([N:30]3[C:11]4=[N:12][C:13]([C:16]5[CH:21]=[CH:20][CH:19]=[C:18]([N:22]6[CH2:27][CH2:26][S:25](=[O:28])(=[O:29])[CH2:24][CH2:23]6)[CH:17]=5)=[CH:14][CH:15]=[C:10]4[N:9]=[C:8]3[C:7]3[C:2]([NH2:1])=[N:3][CH:4]=[CH:5][CH:6]=3)=[CH:36][CH:35]=2)[CH2:40][CH2:39][CH2:38]1. The yield is 0.851. The catalyst is C(Cl)Cl. (7) The reactants are [CH3:1][C:2]1[CH:3]=[C:4]([NH:18][C:19]2[N:24]=[C:23]([C:25]([F:28])([F:27])[F:26])[CH:22]=[CH:21][N:20]=2)[CH:5]=[C:6]([C:8]2[S:12][C:11]([C:13]3[CH:14]=[N:15][NH:16][CH:17]=3)=[N:10][CH:9]=2)[CH:7]=1.[H-].[Na+].Br[CH2:32][CH2:33][OH:34]. The catalyst is CN(C=O)C. The product is [CH3:1][C:2]1[CH:7]=[C:6]([C:8]2[S:12][C:11]([C:13]3[CH:17]=[N:16][N:15]([CH2:32][CH2:33][OH:34])[CH:14]=3)=[N:10][CH:9]=2)[CH:5]=[C:4]([NH:18][C:19]2[N:24]=[C:23]([C:25]([F:28])([F:26])[F:27])[CH:22]=[CH:21][N:20]=2)[CH:3]=1. The yield is 0.0600.